From a dataset of Forward reaction prediction with 1.9M reactions from USPTO patents (1976-2016). Predict the product of the given reaction. Given the reactants Br[CH2:2][CH2:3][C:4]([O:6][CH3:7])=[O:5].[NH:8]1[CH2:13][CH2:12][CH:11]([O:14][C:15](=[O:29])[NH:16][C:17]2[CH:22]=[CH:21][CH:20]=[CH:19][C:18]=2[C:23]2[CH:28]=[CH:27][CH:26]=[CH:25][CH:24]=2)[CH2:10][CH2:9]1.CCN(C(C)C)C(C)C, predict the reaction product. The product is: [CH3:7][O:6][C:4](=[O:5])[CH2:3][CH2:2][N:8]1[CH2:9][CH2:10][CH:11]([O:14][C:15](=[O:29])[NH:16][C:17]2[CH:22]=[CH:21][CH:20]=[CH:19][C:18]=2[C:23]2[CH:28]=[CH:27][CH:26]=[CH:25][CH:24]=2)[CH2:12][CH2:13]1.